From a dataset of Reaction yield outcomes from USPTO patents with 853,638 reactions. Predict the reaction yield, written as a fraction of the theoretical maximum amount of product (1.0 means a 100% yield; for example, 0.34 means a 34% yield). (1) The reactants are [Br:1][CH2:2][C:3]1([OH:20])[CH:8]([CH3:9])[CH2:7][C:6]([C:10]2[CH:15]=[CH:14][N:13]=[CH:12][C:11]=2[N+:16]([O-:18])=[O:17])=[CH:5][CH:4]1O.CS(Cl)(=O)=O. The catalyst is C(Cl)Cl. The product is [Br:1][CH2:2][C:3]12[O:20][CH:4]1[CH:5]=[C:6]([C:10]1[CH:15]=[CH:14][N:13]=[CH:12][C:11]=1[N+:16]([O-:18])=[O:17])[CH2:7][CH:8]2[CH3:9]. The yield is 1.00. (2) The reactants are N[C:2]12[CH2:8][C:5]([C:9]([OH:11])=[O:10])([CH2:6][CH2:7]1)[CH2:4][CH2:3]2.C(O)(=[O:14])C.N([O-])=O.[Na+].[OH-].[K+]. The catalyst is O.CO.CO.C(OCC)(=O)C. The product is [OH:14][C:2]12[CH2:8][C:5]([C:9]([OH:11])=[O:10])([CH2:6][CH2:7]1)[CH2:4][CH2:3]2. The yield is 0.940. (3) The reactants are [CH3:1][O:2][C:3]1[CH:8]=[CH:7][C:6]([C:9]([F:12])([F:11])[F:10])=[CH:5][C:4]=1B(O)O.[Br:16][C:17]1[CH2:21][CH2:20][CH2:19][C:18]=1Br.C(=O)([O-])[O-].[K+].[K+]. The catalyst is C1C=CC([P]([Pd]([P](C2C=CC=CC=2)(C2C=CC=CC=2)C2C=CC=CC=2)([P](C2C=CC=CC=2)(C2C=CC=CC=2)C2C=CC=CC=2)[P](C2C=CC=CC=2)(C2C=CC=CC=2)C2C=CC=CC=2)(C2C=CC=CC=2)C2C=CC=CC=2)=CC=1.C(O)C.C1(C)C=CC=CC=1. The yield is 0.610. The product is [Br:16][C:17]1[CH2:21][CH2:20][CH2:19][C:18]=1[C:4]1[CH:5]=[C:6]([C:9]([F:12])([F:11])[F:10])[CH:7]=[CH:8][C:3]=1[O:2][CH3:1]. (4) The reactants are C[O:2][C:3](=[O:27])[CH2:4][CH2:5][C:6]1[C:14]2[C:9](=[CH:10][CH:11]=[C:12]([F:15])[CH:13]=2)[N:8]([S:16]([C:19]2[CH:24]=[CH:23][CH:22]=[C:21](Br)[C:20]=2[CH3:26])(=[O:18])=[O:17])[CH:7]=1.[F:28][C:29]([F:41])([F:40])[O:30][C:31]1[CH:36]=[CH:35][C:34](B(O)O)=[CH:33][CH:32]=1.C([O-])([O-])=O.[K+].[K+]. The catalyst is C1C=CC([P]([Pd]([P](C2C=CC=CC=2)(C2C=CC=CC=2)C2C=CC=CC=2)([P](C2C=CC=CC=2)(C2C=CC=CC=2)C2C=CC=CC=2)[P](C2C=CC=CC=2)(C2C=CC=CC=2)C2C=CC=CC=2)(C2C=CC=CC=2)C2C=CC=CC=2)=CC=1.C(OCC)(=O)C. The product is [F:15][C:12]1[CH:13]=[C:14]2[C:9](=[CH:10][CH:11]=1)[N:8]([S:16]([C:19]1[C:20]([CH3:26])=[C:21]([C:34]3[CH:33]=[CH:32][C:31]([O:30][C:29]([F:28])([F:40])[F:41])=[CH:36][CH:35]=3)[CH:22]=[CH:23][CH:24]=1)(=[O:17])=[O:18])[CH:7]=[C:6]2[CH2:5][CH2:4][C:3]([OH:2])=[O:27]. The yield is 0.650. (5) The reactants are [O:1]=[C:2]1[C:6]([C:7]2[CH:12]=[CH:11][C:10]([C:13]([F:16])([F:15])[F:14])=[CH:9][CH:8]=2)=[N:5][C:4]2([CH2:21][CH2:20][CH2:19][CH2:18][CH2:17]2)[N:3]1[CH2:22][C:23](Cl)=[O:24].[CH3:26][O:27][C:28]1[CH:34]=[CH:33][CH:32]=[CH:31][C:29]=1[NH2:30].C(N(CC)CC)C.C(=O)([O-])O.[Na+]. The catalyst is C(Cl)Cl. The product is [CH3:26][O:27][C:28]1[CH:34]=[CH:33][CH:32]=[CH:31][C:29]=1[NH:30][C:23](=[O:24])[CH2:22][N:3]1[C:4]2([CH2:21][CH2:20][CH2:19][CH2:18][CH2:17]2)[N:5]=[C:6]([C:7]2[CH:12]=[CH:11][C:10]([C:13]([F:16])([F:15])[F:14])=[CH:9][CH:8]=2)[C:2]1=[O:1]. The yield is 0.720. (6) The reactants are [C:1]([O:5][C:6]([NH:8][C@@H:9]([CH3:24])[CH2:10][N:11]1[C:19]2[C:14](=[CH:15][CH:16]=[C:17]3[CH:23]=[CH:22][CH:21]=[CH:20][C:18]3=2)[CH:13]=[CH:12]1)=[O:7])([CH3:4])([CH3:3])[CH3:2].C([BH3-])#N.[Na+]. The catalyst is C(O)(=O)C. The product is [C:1]([O:5][C:6]([NH:8][C@@H:9]([CH3:24])[CH2:10][N:11]1[C:19]2[C:14](=[CH:15][CH:16]=[C:17]3[CH:23]=[CH:22][CH:21]=[CH:20][C:18]3=2)[CH2:13][CH2:12]1)=[O:7])([CH3:4])([CH3:2])[CH3:3]. The yield is 0.490. (7) The reactants are [O-]P([O-])([O-])=O.[K+].[K+].[K+].[CH3:9][NH:10][CH2:11][C:12]1[CH:17]=[CH:16][CH:15]=[CH:14][CH:13]=1.I[C:19]1[CH:24]=[CH:23][CH:22]=[CH:21][CH:20]=1.C(O)CO. The catalyst is [Cu]I.CCCCCC.C(OCC)(=O)C.C(O)CCC. The product is [CH3:9][N:10]([CH2:11][C:12]1[CH:17]=[CH:16][CH:15]=[CH:14][CH:13]=1)[C:19]1[CH:24]=[CH:23][CH:22]=[CH:21][CH:20]=1. The yield is 0.740.